This data is from Forward reaction prediction with 1.9M reactions from USPTO patents (1976-2016). The task is: Predict the product of the given reaction. (1) Given the reactants [Br:1][CH2:2][CH2:3][CH2:4][CH2:5][CH2:6][CH2:7][CH2:8][CH2:9][CH2:10][CH2:11][C:12]1[CH:17]=[CH:16][CH:15]=[CH:14][CH:13]=1.[C:18]1([P:24]([C:31]2[CH:36]=[CH:35][CH:34]=[CH:33][CH:32]=2)[C:25]2[CH:30]=[CH:29][CH:28]=[CH:27][CH:26]=2)[CH:23]=[CH:22][CH:21]=[CH:20][CH:19]=1, predict the reaction product. The product is: [Br-:1].[C:31]1([P+:24]([C:18]2[CH:19]=[CH:20][CH:21]=[CH:22][CH:23]=2)([C:25]2[CH:30]=[CH:29][CH:28]=[CH:27][CH:26]=2)[CH2:2][CH2:3][CH2:4][CH2:5][CH2:6][CH2:7][CH2:8][CH2:9][CH2:10][CH2:11][C:12]2[CH:17]=[CH:16][CH:15]=[CH:14][CH:13]=2)[CH:32]=[CH:33][CH:34]=[CH:35][CH:36]=1. (2) Given the reactants [F:1][C:2]1([F:35])[O:7][C:6]2[CH:8]=[CH:9][C:10]([NH:12][C:13]([NH:15][C:16]3[CH:17]=[C:18]([CH:30]=[CH:31][CH:32]=3)OC3C=CN=C(C(OC)=O)C=3)=[O:14])=[CH:11][C:5]=2[C:4]([F:34])([F:33])[O:3]1.[CH3:36][O:37][C:38]([C:40]1[CH:45]=[C:44]([O:46]C2C=CC=C(N)C=2)[CH:43]=[CH:42][N:41]=1)=[O:39], predict the reaction product. The product is: [F:35][C:2]1([F:1])[O:7][C:6]2[CH:8]=[CH:9][C:10]([NH:12][C:13]([NH:15][C:16]3[CH:32]=[CH:31][C:30]([O:46][C:44]4[CH:43]=[CH:42][N:41]=[C:40]([C:38]([O:37][CH3:36])=[O:39])[CH:45]=4)=[CH:18][CH:17]=3)=[O:14])=[CH:11][C:5]=2[C:4]([F:33])([F:34])[O:3]1. (3) Given the reactants C[O:2][C:3]([C:5]1([CH2:10][CH2:11][N:12]=[N+:13]=[N-:14])[CH2:9][CH2:8][CH2:7][CH2:6]1)=[O:4].CO, predict the reaction product. The product is: [N:12]([CH2:11][CH2:10][C:5]1([C:3]([OH:4])=[O:2])[CH2:9][CH2:8][CH2:7][CH2:6]1)=[N+:13]=[N-:14]. (4) Given the reactants [C:1]([O:4][CH2:5][C:6]1[N:7]=[C:8]([C:11]2[CH:16]=[CH:15][C:14]([Cl:17])=[CH:13][CH:12]=2)[S:9][CH:10]=1)(=[O:3])[CH3:2].[Cl:18][C:19]1[CH:26]=[CH:25][C:22]([CH2:23]Cl)=[CH:21][CH:20]=1.C1(P(C2C=CC=CC=2)C2C=CC=CC=2C2C=CC=CC=2N(C)C)C=CC=CC=1.C([O-])([O-])=O.[Cs+].[Cs+].C(O)(=O)C(C)(C)C, predict the reaction product. The product is: [Cl:17][C:14]1[CH:13]=[CH:12][C:11]([C:8]2[S:9][C:10]([CH2:23][C:22]3[CH:25]=[CH:26][C:19]([Cl:18])=[CH:20][CH:21]=3)=[C:6]([CH2:5][O:4][C:1](=[O:3])[CH3:2])[N:7]=2)=[CH:16][CH:15]=1. (5) Given the reactants [CH2:1]([O:3][C:4]1[CH:11]=[CH:10][CH:9]=[C:6]([CH:7]=O)[C:5]=1[OH:12])[CH3:2].[NH2:13][C:14]1[CH:15]=[C:16]([CH:25]=[CH:26][C:27]=1[F:28])[NH:17][S:18]([CH2:21][C:22](O)=[O:23])(=[O:20])=[O:19], predict the reaction product. The product is: [NH2:13][C:14]1[CH:15]=[C:16]([NH:17][S:18]([C:21]2[C:22](=[O:23])[O:12][C:5]3[C:6]([CH:7]=2)=[CH:9][CH:10]=[CH:11][C:4]=3[O:3][CH2:1][CH3:2])(=[O:20])=[O:19])[CH:25]=[CH:26][C:27]=1[F:28]. (6) Given the reactants O[CH2:2][C:3]1[C:4]([C:9]2[CH:13]=[CH:12][N:11]([CH2:14][CH2:15][C:16]([O:18][CH3:19])=[O:17])[N:10]=2)=[N:5][CH:6]=[CH:7][CH:8]=1.O=S(Cl)[Cl:22], predict the reaction product. The product is: [ClH:22].[Cl:22][CH2:2][C:3]1[C:4]([C:9]2[CH:13]=[CH:12][N:11]([CH2:14][CH2:15][C:16]([O:18][CH3:19])=[O:17])[N:10]=2)=[N:5][CH:6]=[CH:7][CH:8]=1. (7) Given the reactants [CH:1]([N-]C(C)C)(C)C.[Li+].[CH3:9][O:10][C@@H:11]1[CH2:16][CH2:15][CH2:14][C@H:13]([C:17]([O:19][CH3:20])=[O:18])[CH2:12]1.CI.[NH4+], predict the reaction product. The product is: [CH3:9][O:10][CH:11]1[CH2:16][CH2:15][CH2:14][C:13]([CH3:1])([C:17]([O:19][CH3:20])=[O:18])[CH2:12]1. (8) Given the reactants [CH3:1][CH2:2][CH2:3][CH2:4][NH:5][C:6]1[CH:7]=[C:8]([C:23]([OH:25])=[O:24])[CH:9]=[C:10]([S:19]([NH2:22])(=[O:21])=[O:20])[C:11]=1[O:12][C:13]1[CH:14]=[CH:15][CH:16]=[CH:17][CH:18]=1.[CH2:26]([N:28]([CH2:31]C)[CH2:29]C)[CH3:27].[I-].[Na+].CN(C)C=[O:38], predict the reaction product. The product is: [NH2:22][S:19]([C:10]1[CH:9]=[C:8]([CH:7]=[C:6]([NH:5][CH2:4][CH2:3][CH2:2][CH3:1])[C:11]=1[O:12][C:13]1[CH:18]=[CH:17][CH:16]=[CH:15][CH:14]=1)[C:23]([O:25][CH2:27][C:26]([N:28]([CH3:31])[CH3:29])=[O:38])=[O:24])(=[O:21])=[O:20]. (9) Given the reactants [Si:1]([O:18][CH:19]1[CH2:24][CH:23]2[CH:21]([CH:22]2[C:25](=[O:27])[CH3:26])[CH2:20]1)([C:14]([CH3:17])([CH3:16])[CH3:15])([C:8]1[CH:13]=[CH:12][CH:11]=[CH:10][CH:9]=1)[C:2]1[CH:7]=[CH:6][CH:5]=[CH:4][CH:3]=1.C[Si]([N-][Si](C)(C)C)(C)C.[Li+].[C:38](OCC)(=[O:44])[C:39]([O:41][CH2:42][CH3:43])=[O:40], predict the reaction product. The product is: [Si:1]([O:18][CH:19]1[CH2:24][CH:23]2[CH:21]([CH:22]2[C:25](=[O:27])[CH2:26][C:38](=[O:44])[C:39]([O:41][CH2:42][CH3:43])=[O:40])[CH2:20]1)([C:14]([CH3:17])([CH3:16])[CH3:15])([C:8]1[CH:13]=[CH:12][CH:11]=[CH:10][CH:9]=1)[C:2]1[CH:7]=[CH:6][CH:5]=[CH:4][CH:3]=1.